Dataset: Forward reaction prediction with 1.9M reactions from USPTO patents (1976-2016). Task: Predict the product of the given reaction. (1) Given the reactants [N+:1]([C:4]1[O:8][C:7]([C:9](Cl)=[O:10])=[CH:6][CH:5]=1)([O-:3])=[O:2].[NH2:12][CH2:13][C:14]1[CH:19]=[CH:18][CH:17]=[CH:16][N:15]=1, predict the reaction product. The product is: [N:15]1[CH:16]=[CH:17][CH:18]=[CH:19][C:14]=1[CH2:13][NH:12][C:9]([C:7]1[O:8][C:4]([N+:1]([O-:3])=[O:2])=[CH:5][CH:6]=1)=[O:10]. (2) Given the reactants [F:1][C:2]1[CH:17]=[CH:16][C:5]2[N:6]([CH:10]3[CH2:15][CH2:14][NH:13][CH2:12][CH2:11]3)[C:7](=[O:9])[NH:8][C:4]=2[CH:3]=1.[CH3:18][C:19]1[NH:20][C:21]2[C:26]([CH:27]=1)=[CH:25][CH:24]=[CH:23][C:22]=2[O:28][CH2:29][C@@H:30]1[CH2:32][O:31]1, predict the reaction product. The product is: [F:1][C:2]1[CH:17]=[CH:16][C:5]2[N:6]([CH:10]3[CH2:11][CH2:12][N:13]([CH2:32][C@H:30]([OH:31])[CH2:29][O:28][C:22]4[CH:23]=[CH:24][CH:25]=[C:26]5[C:21]=4[NH:20][C:19]([CH3:18])=[CH:27]5)[CH2:14][CH2:15]3)[C:7](=[O:9])[NH:8][C:4]=2[CH:3]=1. (3) Given the reactants Br[C:2]1[N:10]([CH2:11][C:12]2[CH:17]=[CH:16][C:15]([F:18])=[C:14]([C:19]([F:22])([F:21])[F:20])[CH:13]=2)[C:9]2[C:8](=[O:23])[NH:7][C:6](=[O:24])[N:5]([CH3:25])[C:4]=2[N:3]=1.[C:26]1([CH3:35])[CH:31]=[CH:30][CH:29]=[C:28](B(O)O)[CH:27]=1.C([O-])([O-])=O.[Na+].[Na+], predict the reaction product. The product is: [F:18][C:15]1[CH:16]=[CH:17][C:12]([CH2:11][N:10]2[C:9]3[C:8](=[O:23])[NH:7][C:6](=[O:24])[N:5]([CH3:25])[C:4]=3[N:3]=[C:2]2[C:28]2[CH:29]=[CH:30][CH:31]=[C:26]([CH3:35])[CH:27]=2)=[CH:13][C:14]=1[C:19]([F:22])([F:21])[F:20]. (4) Given the reactants [CH2:1]([NH:8][C:9]([NH:11][N:12]([C:14]([CH3:21])([CH3:20])[C:15]([O:17]CC)=[O:16])[CH3:13])=[O:10])[C:2]1[CH:7]=[CH:6][CH:5]=[CH:4][CH:3]=1.O.[OH-].[Li+], predict the reaction product. The product is: [CH2:1]([NH:8][C:9]([NH:11][N:12]([C:14]([CH3:21])([CH3:20])[C:15]([OH:17])=[O:16])[CH3:13])=[O:10])[C:2]1[CH:3]=[CH:4][CH:5]=[CH:6][CH:7]=1. (5) The product is: [CH3:3][N:2]1[CH:4]=[C:15]([C:16]2[S:17][CH:18]=[CH:19][N:20]=2)[CH:14]=[N:13]1. Given the reactants C[N:2]([CH:4]=O)[CH3:3].C(Cl)(=O)C(Cl)=O.C[N:13](C)/[CH:14]=[CH:15]/[C:16]1[S:17][CH:18]=[CH:19][N:20]=1.CNC, predict the reaction product. (6) Given the reactants [Si]([O:8][CH2:9][CH2:10][NH:11][S:12]([C:15]1[S:16][C:17]([C:20]2[N:25]=[C:24]([NH:26][C:27]3[CH:31]=[C:30]([CH:32]4[CH2:34][CH2:33]4)[NH:29][N:28]=3)[C:23]([C:35]#[CH:36])=[CH:22][N:21]=2)=[CH:18][CH:19]=1)(=[O:14])=[O:13])(C(C)(C)C)(C)C.[F-].C([N+](CCCC)(CCCC)CCCC)CCC, predict the reaction product. The product is: [CH:32]1([C:30]2[CH:31]=[C:27]([NH:26][C:24]3[C:23]([C:35]#[CH:36])=[CH:22][N:21]=[C:20]([C:17]4[S:16][C:15]([S:12]([NH:11][CH2:10][CH2:9][OH:8])(=[O:13])=[O:14])=[CH:19][CH:18]=4)[N:25]=3)[NH:28][N:29]=2)[CH2:34][CH2:33]1. (7) Given the reactants [Cl:1][C:2]1[CH:3]=[N+:4]([O-:65])[CH:5]=[C:6]([Cl:64])[C:7]=1[CH2:8][C@@H:9]([C:49]1[CH:54]=[CH:53][C:52]([O:55][CH:56]([F:58])[F:57])=[C:51]([O:59][CH2:60][CH:61]2[CH2:63][CH2:62]2)[CH:50]=1)[O:10][C:11]([C@H:13]1[N:17]([S:18]([C:21]2[CH:26]=[CH:25][CH:24]=[C:23]([C:27](=[O:48])[NH:28][CH2:29][CH2:30][NH:31][C:32](=[O:47])[C:33]3[CH:38]=[CH:37][CH:36]=[C:35]([CH2:39][NH:40][C:41]4[CH:46]=[CH:45][CH:44]=[CH:43][CH:42]=4)[CH:34]=3)[CH:22]=2)(=[O:20])=[O:19])[CH2:16][CH2:15][S:14]1)=[O:12].Cl.[C:67](Cl)(=[O:77])[O:68][C@@H:69]1[CH:74]2[CH2:75][CH2:76][N:71]([CH2:72][CH2:73]2)[CH2:70]1, predict the reaction product. The product is: [CH:11]([OH:12])=[O:10].[Cl:1][C:2]1[CH:3]=[N+:4]([O-:65])[CH:5]=[C:6]([Cl:64])[C:7]=1[CH2:8][C@@H:9]([C:49]1[CH:54]=[CH:53][C:52]([O:55][CH:56]([F:58])[F:57])=[C:51]([O:59][CH2:60][CH:61]2[CH2:62][CH2:63]2)[CH:50]=1)[O:10][C:11]([C@H:13]1[N:17]([S:18]([C:21]2[CH:26]=[CH:25][CH:24]=[C:23]([C:27](=[O:48])[NH:28][CH2:29][CH2:30][NH:31][C:32](=[O:47])[C:33]3[CH:38]=[CH:37][CH:36]=[C:35]([CH2:39][N:40]([C:41]4[CH:46]=[CH:45][CH:44]=[CH:43][CH:42]=4)[C:67]([O:68][C@@H:69]4[CH:74]5[CH2:75][CH2:76][N:71]([CH2:72][CH2:73]5)[CH2:70]4)=[O:77])[CH:34]=3)[CH:22]=2)(=[O:19])=[O:20])[CH2:16][CH2:15][S:14]1)=[O:12].